This data is from Forward reaction prediction with 1.9M reactions from USPTO patents (1976-2016). The task is: Predict the product of the given reaction. (1) Given the reactants Br[CH2:2][C:3]1[CH:12]=[CH:11][CH:10]=[CH:9][C:4]=1[C:5]([O:7]C)=O.[NH2:13][CH2:14][C:15]1[C:20]([CH3:21])=[N:19][C:18]2[N:22]([CH2:25][CH3:26])[N:23]=[CH:24][C:17]=2[C:16]=1[NH:27][CH:28]1[CH2:33][CH2:32][O:31][CH2:30][CH2:29]1.CCN(C(C)C)C(C)C, predict the reaction product. The product is: [CH2:25]([N:22]1[C:18]2=[N:19][C:20]([CH3:21])=[C:15]([CH2:14][N:13]3[CH2:2][C:3]4[C:4](=[CH:9][CH:10]=[CH:11][CH:12]=4)[C:5]3=[O:7])[C:16]([NH:27][CH:28]3[CH2:29][CH2:30][O:31][CH2:32][CH2:33]3)=[C:17]2[CH:24]=[N:23]1)[CH3:26]. (2) Given the reactants O.O.[NH2:3][C:4]1[S:5][CH:6]=[C:7]([C:9](=[N:13][O:14][C:15](=[O:17])[CH3:16])[C:10]([OH:12])=[O:11])[N:8]=1, predict the reaction product. The product is: [NH2:3][C:4]1[S:5][CH:6]=[C:7]([C:9](=[N:13][O:14][C:15](=[O:17])[CH3:16])[C:10]([OH:12])=[O:11])[N:8]=1. (3) Given the reactants [O:1]1[CH2:6][CH:5]=[C:4]([C:7]2[C:8]([O:13][C@H:14]3[CH2:19][CH2:18][C@H:17]([NH:20][C:21]4[S:22][C:23]5[CH:29]=[CH:28][CH:27]=[CH:26][C:24]=5[N:25]=4)[CH2:16][CH2:15]3)=[N:9][CH:10]=[CH:11][N:12]=2)[CH2:3][CH2:2]1.C([O-])=O.[NH4+], predict the reaction product. The product is: [O:1]1[CH2:6][CH2:5][CH:4]([C:7]2[C:8]([O:13][C@H:14]3[CH2:15][CH2:16][C@H:17]([NH:20][C:21]4[S:22][C:23]5[CH:29]=[CH:28][CH:27]=[CH:26][C:24]=5[N:25]=4)[CH2:18][CH2:19]3)=[N:9][CH:10]=[CH:11][N:12]=2)[CH2:3][CH2:2]1. (4) Given the reactants [CH3:1][C:2]1([CH3:9])[O:6][C@H:5]([CH2:7]O)[CH2:4][CH2:3]1.C1C=CC(P(C2C=CC=CC=2)C2C=CC=CC=2)=CC=1.[C:29]1(=[O:39])[NH:33][C:32](=[O:34])[C:31]2=[CH:35][CH:36]=[CH:37][CH:38]=[C:30]12.CC(OC(/N=N/C(OC(C)C)=O)=O)C, predict the reaction product. The product is: [CH3:9][C:2]1([CH3:1])[O:6][C@H:5]([CH2:7][N:33]2[C:29](=[O:39])[C:30]3[C:31](=[CH:35][CH:36]=[CH:37][CH:38]=3)[C:32]2=[O:34])[CH2:4][CH2:3]1. (5) Given the reactants Br[C:2]1[CH:30]=[CH:29][C:5]2[N:6]([C:10]([C:23]3[CH:28]=[CH:27][CH:26]=[CH:25][CH:24]=3)([C:17]3[CH:22]=[CH:21][CH:20]=[CH:19][CH:18]=3)[C:11]3[CH:16]=[CH:15][CH:14]=[CH:13][CH:12]=3)[C:7](=[O:9])[O:8][C:4]=2[CH:3]=1.C([O-])([O-])=O.[Cs+].[Cs+].[C:37]([O:41][C:42]([N:44]1[CH2:48][CH2:47][CH:46]([SH:49])[CH2:45]1)=[O:43])([CH3:40])([CH3:39])[CH3:38], predict the reaction product. The product is: [C:37]([O:41][C:42]([N:44]1[CH2:48][CH2:47][CH:46]([S:49][C:2]2[CH:30]=[CH:29][C:5]3[N:6]([C:10]([C:23]4[CH:28]=[CH:27][CH:26]=[CH:25][CH:24]=4)([C:17]4[CH:22]=[CH:21][CH:20]=[CH:19][CH:18]=4)[C:11]4[CH:16]=[CH:15][CH:14]=[CH:13][CH:12]=4)[C:7](=[O:9])[O:8][C:4]=3[CH:3]=2)[CH2:45]1)=[O:43])([CH3:40])([CH3:38])[CH3:39]. (6) The product is: [CH:33]([N:30]1[CH2:31][CH2:32][CH:27]([NH:26][C:25]([C:14]2[N:13]([CH2:12][C:9]3[CH:8]=[C:7]([C:5]4[S:6][C:2]([Cl:1])=[CH:3][CH:4]=4)[O:11][N:10]=3)[C:21]3[C:16]([CH:15]=2)=[CH:17][C:18]([CH2:22][OH:23])=[CH:19][CH:20]=3)=[O:36])[CH2:28][CH2:29]1)([CH3:35])[CH3:34]. Given the reactants [Cl:1][C:2]1[S:6][C:5]([C:7]2[O:11][N:10]=[C:9]([CH2:12][N:13]3[C:21]4[C:16](=[CH:17][C:18]([C:22](O)=[O:23])=[CH:19][CH:20]=4)[CH:15]=[C:14]3[C:25](=[O:36])[NH:26][CH:27]3[CH2:32][CH2:31][N:30]([CH:33]([CH3:35])[CH3:34])[CH2:29][CH2:28]3)[CH:8]=2)=[CH:4][CH:3]=1.CCN(CC)CC, predict the reaction product. (7) Given the reactants [Mg].Br[C:3]1[CH:4]=[C:5]([C:10]2[CH:14]=[CH:13][N:12]([C:15]3[CH:20]=[CH:19][CH:18]=[C:17]([C:21]([F:24])([F:23])[F:22])[CH:16]=3)[N:11]=2)[CH:6]=[CH:7][C:8]=1[CH3:9].II.[C:27](Cl)(=[O:31])[C:28](Cl)=[O:29].[O:33]1CCC[CH2:34]1, predict the reaction product. The product is: [CH3:9][C:8]1[CH:7]=[CH:6][C:5]([C:10]2[CH:14]=[CH:13][N:12]([C:15]3[CH:20]=[CH:19][CH:18]=[C:17]([C:21]([F:24])([F:23])[F:22])[CH:16]=3)[N:11]=2)=[CH:4][C:3]=1[C:27](=[O:31])[C:28]([O:33][CH3:34])=[O:29]. (8) Given the reactants [C:1]([O:5][C:6]([N:8]1[CH2:12][CH2:11][C@H:10]([OH:13])[CH2:9]1)=[O:7])([CH3:4])([CH3:3])[CH3:2].C(N(CC)CC)C.CN(C1C=CC=CN=1)C.[C:30]1([CH3:40])[CH:35]=[CH:34][C:33]([S:36](Cl)(=[O:38])=[O:37])=[CH:32][CH:31]=1.Cl, predict the reaction product. The product is: [C:1]([O:5][C:6]([N:8]1[CH2:12][CH2:11][C@H:10]([O:13][S:36]([C:33]2[CH:34]=[CH:35][C:30]([CH3:40])=[CH:31][CH:32]=2)(=[O:38])=[O:37])[CH2:9]1)=[O:7])([CH3:4])([CH3:2])[CH3:3]. (9) Given the reactants [CH2:1]([O:3][CH:4]([O:7][CH2:8][CH3:9])[CH2:5]Cl)[CH3:2].[C:10]([O-:18])(=[O:17])[C:11]1[CH:16]=[CH:15][CH:14]=[CH:13][CH:12]=1.[K+].[Br-].[K+].CN(C=O)C, predict the reaction product. The product is: [CH2:1]([O:3][CH:4]([O:7][CH2:8][CH3:9])[CH2:5][O:18][C:10](=[O:17])[C:11]1[CH:16]=[CH:15][CH:14]=[CH:13][CH:12]=1)[CH3:2]. (10) The product is: [C:20]([O:24][C:25](=[O:36])[NH:26][C@H:27]([C:30]1[CH:31]=[CH:32][CH:33]=[CH:34][CH:35]=1)[CH2:28][N:4]1[C:3](=[O:19])[C:2]([Br:1])=[C:7]([CH3:8])[N:6]([CH2:9][C:10]2[C:11]([F:17])=[CH:12][CH:13]=[CH:14][C:15]=2[F:16])[C:5]1=[O:18])([CH3:21])([CH3:22])[CH3:23]. Given the reactants [Br:1][C:2]1[C:3](=[O:19])[NH:4][C:5](=[O:18])[N:6]([CH2:9][C:10]2[C:15]([F:16])=[CH:14][CH:13]=[CH:12][C:11]=2[F:17])[C:7]=1[CH3:8].[C:20]([O:24][C:25](=[O:36])[NH:26][C@H:27]([C:30]1[CH:35]=[CH:34][CH:33]=[CH:32][CH:31]=1)[CH2:28]O)([CH3:23])([CH3:22])[CH3:21].C1(P(C2C=CC=CC=2)C2C=CC=CC=2)C=CC=CC=1.CCOC(/N=N/C(OCC)=O)=O, predict the reaction product.